This data is from Forward reaction prediction with 1.9M reactions from USPTO patents (1976-2016). The task is: Predict the product of the given reaction. The product is: [NH2:1][C@@H:2]1[CH2:7][CH2:6][CH2:5][CH2:4][C@H:3]1[CH2:8][OH:9]. Given the reactants [NH2:1][C@@H:2]1[CH2:7][CH2:6][CH2:5][CH2:4][C@H:3]1[C:8](O)=[O:9].[H-].[H-].[H-].[H-].[Li+].[Al+3].[OH-].[Na+].[O-]S([O-])(=O)=O.[Mg+2], predict the reaction product.